From a dataset of Full USPTO retrosynthesis dataset with 1.9M reactions from patents (1976-2016). Predict the reactants needed to synthesize the given product. (1) Given the product [CH3:32][O:31][C:26]1[CH:27]=[CH:28][CH:29]=[CH:30][C:25]=1[C:23]1[N:22]=[CH:21][N:20]=[C:19]([NH:18][C:17]([CH:13]2[CH2:14][CH2:15][CH2:16][NH:11][CH2:12]2)=[O:33])[CH:24]=1, predict the reactants needed to synthesize it. The reactants are: C(OC([N:11]1[CH2:16][CH2:15][CH2:14][CH:13]([C:17](=[O:33])[NH:18][C:19]2[CH:24]=[C:23]([C:25]3[CH:30]=[CH:29][CH:28]=[CH:27][C:26]=3[O:31][CH3:32])[N:22]=[CH:21][N:20]=2)[CH2:12]1)=O)C1C=CC=CC=1. (2) Given the product [CH:27]1([C:25]([N:22]2[CH2:23][CH2:24][C@@H:20]([CH2:19][N:18]3[C:11]4=[N:12][C:13]([O:16][CH3:17])=[CH:14][CH:15]=[C:10]4[N:9]=[C:8]3[C:5]3[CH:6]=[CH:7][C:2]([C:36]4[CH:37]=[C:38]5[C:33]([CH:32]=[CH:31][NH:30]5)=[CH:34][CH:35]=4)=[CH:3][CH:4]=3)[CH2:21]2)=[O:26])[CH2:29][CH2:28]1, predict the reactants needed to synthesize it. The reactants are: Br[C:2]1[CH:7]=[CH:6][C:5]([C:8]2[N:18]([CH2:19][C@@H:20]3[CH2:24][CH2:23][N:22]([C:25]([CH:27]4[CH2:29][CH2:28]4)=[O:26])[CH2:21]3)[C:11]3=[N:12][C:13]([O:16][CH3:17])=[CH:14][CH:15]=[C:10]3[N:9]=2)=[CH:4][CH:3]=1.[NH:30]1[C:38]2[C:33](=[CH:34][CH:35]=[C:36](B(O)O)[CH:37]=2)[CH:32]=[CH:31]1.O.